From a dataset of Reaction yield outcomes from USPTO patents with 853,638 reactions. Predict the reaction yield, written as a fraction of the theoretical maximum amount of product (1.0 means a 100% yield; for example, 0.34 means a 34% yield). (1) The reactants are [CH3:1][C:2]1[C:10]([N+:11]([O-:13])=[O:12])=[CH:9][C:8]([C:14]([F:17])([F:16])[F:15])=[CH:7][C:3]=1[C:4]([OH:6])=[O:5].[C:18](=O)([O-])[O-].[K+].[K+].CI. The catalyst is CN(C=O)C. The product is [CH3:1][C:2]1[C:10]([N+:11]([O-:13])=[O:12])=[CH:9][C:8]([C:14]([F:15])([F:16])[F:17])=[CH:7][C:3]=1[C:4]([O:6][CH3:18])=[O:5]. The yield is 0.900. (2) The reactants are Br[C:2]1[CH:3]=[C:4]2[C:10]([C:11]3[CH:16]=[CH:15][CH:14]=[CH:13][CH:12]=3)=[N:9][N:8]([CH:17]3[CH2:22][CH2:21][CH2:20][CH2:19][O:18]3)[C:5]2=[CH:6][N:7]=1.C([Sn]([C:36]1[C:37](=[O:41])[O:38][CH2:39][CH:40]=1)(CCCC)CCCC)CCC. The catalyst is Cl[Pd](Cl)([P](C1C=CC=CC=1)(C1C=CC=CC=1)C1C=CC=CC=1)[P](C1C=CC=CC=1)(C1C=CC=CC=1)C1C=CC=CC=1.C1(C)C=CC=CC=1. The product is [C:11]1([C:10]2[C:4]3[C:5](=[CH:6][N:7]=[C:2]([C:40]4[CH2:39][O:38][C:37](=[O:41])[CH:36]=4)[CH:3]=3)[N:8]([CH:17]3[CH2:22][CH2:21][CH2:20][CH2:19][O:18]3)[N:9]=2)[CH:16]=[CH:15][CH:14]=[CH:13][CH:12]=1. The yield is 0.322. (3) The catalyst is O1CCOCC1. The reactants are [F:1][C:2]1[CH:7]=[CH:6][C:5]([C:8]2[C:16]3[C:11](=[CH:12][CH:13]=[C:14]([NH2:17])[CH:15]=3)[N:10](OCCOC)[N:9]=2)=[CH:4][CH:3]=1.[F:23][C:24]1[CH:29]=[CH:28][C:27]([N:30]=[C:31]=[O:32])=[CH:26][CH:25]=1. The yield is 0.190. The product is [F:1][C:2]1[CH:3]=[CH:4][C:5]([C:8]2[C:16]3[C:11](=[CH:12][CH:13]=[C:14]([NH:17][C:31]([NH:30][C:27]4[CH:28]=[CH:29][C:24]([F:23])=[CH:25][CH:26]=4)=[O:32])[CH:15]=3)[NH:10][N:9]=2)=[CH:6][CH:7]=1. (4) The reactants are [Cl:1][C:2]1[CH:18]=[CH:17][C:5]([C:6]([C:8]2[CH:16]=[CH:15][CH:14]=[CH:13][C:9]=2[C:10]([OH:12])=O)=[O:7])=[CH:4][CH:3]=1.[CH3:19][O:20][C:21]1[CH:28]=[CH:27][C:24]([CH2:25][NH2:26])=[CH:23][CH:22]=1. No catalyst specified. The product is [Cl:1][C:2]1[CH:3]=[CH:4][C:5]([C:6]2([OH:7])[C:8]3[C:9](=[CH:13][CH:14]=[CH:15][CH:16]=3)[C:10](=[O:12])[N:26]2[CH2:25][C:24]2[CH:27]=[CH:28][C:21]([O:20][CH3:19])=[CH:22][CH:23]=2)=[CH:17][CH:18]=1. The yield is 0.570. (5) The reactants are C(NC1C=CC(C2C=C3C(CN([C@@H](C(C)C)C(O)=O)C3=O)=CC=2)=CC=1)(=O)C1C=CC=CC=1.[CH3:33][CH:34]([CH3:71])[C@H:35]([N:40]1[CH2:48][C:47]2[C:42](=[CH:43][C:44]([C:49]3[CH:54]=[CH:53][C:52]([NH:55][C:56](=[O:69])[C:57]4[CH:62]=[CH:61][C:60]([C:63]5[CH:64]=[N:65][CH:66]=[N:67][CH:68]=5)=[CH:59][CH:58]=4)=[CH:51][CH:50]=3)=[CH:45][CH:46]=2)[C:41]1=[O:70])[C:36]([O:38]C)=[O:37]. No catalyst specified. The product is [CH3:33][CH:34]([CH3:71])[C@H:35]([N:40]1[CH2:48][C:47]2[C:42](=[CH:43][C:44]([C:49]3[CH:50]=[CH:51][C:52]([NH:55][C:56](=[O:69])[C:57]4[CH:62]=[CH:61][C:60]([C:63]5[CH:68]=[N:67][CH:66]=[N:65][CH:64]=5)=[CH:59][CH:58]=4)=[CH:53][CH:54]=3)=[CH:45][CH:46]=2)[C:41]1=[O:70])[C:36]([OH:38])=[O:37]. The yield is 0.970.